Dataset: Full USPTO retrosynthesis dataset with 1.9M reactions from patents (1976-2016). Task: Predict the reactants needed to synthesize the given product. (1) Given the product [F:34][C:13]1[N:11]2[CH:12]=[C:7]([C:1]3[CH:6]=[CH:5][CH:4]=[CH:3][CH:2]=3)[C:8]([C:16]3[CH:17]=[CH:18][C:19]([CH:20]=[O:21])=[CH:22][CH:23]=3)=[N:9][C:10]2=[N:15][CH:14]=1, predict the reactants needed to synthesize it. The reactants are: [C:1]1([C:7]2[C:8]([C:16]3[CH:23]=[CH:22][C:19]([CH:20]=[O:21])=[CH:18][CH:17]=3)=[N:9][C:10]3[N:11]([CH:13]=[CH:14][N:15]=3)[CH:12]=2)[CH:6]=[CH:5][CH:4]=[CH:3][CH:2]=1.ClC[N+]12CC[N+]([F:34])(CC1)CC2.F[B-](F)(F)F. (2) Given the product [CH3:31][N:2]([CH3:1])[CH2:3][CH2:4][CH2:5][NH:6][C:7]1[N:16]=[C:15]([NH:17][CH:18]2[CH2:19][CH2:20][NH:21][CH2:22][CH2:23]2)[C:14]2[C:9](=[CH:10][CH:11]=[CH:12][CH:13]=2)[N:8]=1, predict the reactants needed to synthesize it. The reactants are: [CH3:1][N:2]([CH3:31])[CH2:3][CH2:4][CH2:5][NH:6][C:7]1[N:16]=[C:15]([NH:17][CH:18]2[CH2:23][CH2:22][N:21](C(OC(C)(C)C)=O)[CH2:20][CH2:19]2)[C:14]2[C:9](=[CH:10][CH:11]=[CH:12][CH:13]=2)[N:8]=1.C(O)(C(F)(F)F)=O.N.CO. (3) Given the product [CH:12]1[C:13]2[CH2:14][CH2:15][CH2:16][CH2:17][C:18]=2[CH:19]=[CH:20][C:11]=1[O:10][C:2]1[CH:3]=[C:4]([CH:7]=[CH:8][CH:9]=1)[C:5]#[N:6], predict the reactants needed to synthesize it. The reactants are: F[C:2]1[CH:3]=[C:4]([CH:7]=[CH:8][CH:9]=1)[C:5]#[N:6].[OH:10][C:11]1[CH:20]=[CH:19][C:18]2[CH2:17][CH2:16][CH2:15][CH2:14][C:13]=2[CH:12]=1.C(=O)([O-])[O-].[Cs+].[Cs+].Cl. (4) Given the product [Cl:9][CH2:10][C:11]([N:4]1[CH2:5][CH:6]([CH3:8])[O:7][CH:2]([CH3:1])[CH2:3]1)=[O:12], predict the reactants needed to synthesize it. The reactants are: [CH3:1][CH:2]1[O:7][CH:6]([CH3:8])[CH2:5][NH:4][CH2:3]1.[Cl:9][CH2:10][C:11](Cl)=[O:12].